This data is from Full USPTO retrosynthesis dataset with 1.9M reactions from patents (1976-2016). The task is: Predict the reactants needed to synthesize the given product. (1) Given the product [OH:17][CH:16]([C:15]1[C:14]([C:28]2[CH:33]=[CH:32][C:31]([C:34]([F:35])([F:37])[F:36])=[CH:30][CH:29]=2)=[N:13][N:11]2[CH:12]=[C:7]([O:6][CH3:5])[CH:8]=[CH:9][C:10]=12)[C:18]1[N:23]=[C:22]([C:24]([O:26][CH3:27])=[O:25])[CH:21]=[CH:20][CH:19]=1, predict the reactants needed to synthesize it. The reactants are: CO.[BH4-].[Na+].[CH3:5][O:6][C:7]1[CH:8]=[CH:9][C:10]2[N:11]([N:13]=[C:14]([C:28]3[CH:33]=[CH:32][C:31]([C:34]([F:37])([F:36])[F:35])=[CH:30][CH:29]=3)[C:15]=2[C:16]([C:18]2[N:23]=[C:22]([C:24]([O:26][CH3:27])=[O:25])[CH:21]=[CH:20][CH:19]=2)=[O:17])[CH:12]=1.[Cl-].[NH4+]. (2) Given the product [CH:21]1([N:14]([CH:11]2[CH2:12][CH2:13][NH:8][CH2:9][CH2:10]2)[C:15](=[O:20])[C:16]([F:18])([F:19])[F:17])[CH2:23][CH2:22]1, predict the reactants needed to synthesize it. The reactants are: C(OC([N:8]1[CH2:13][CH2:12][CH:11]([N:14]([CH:21]2[CH2:23][CH2:22]2)[C:15](=[O:20])[C:16]([F:19])([F:18])[F:17])[CH2:10][CH2:9]1)=O)(C)(C)C.Cl.